This data is from Retrosynthesis with 50K atom-mapped reactions and 10 reaction types from USPTO. The task is: Predict the reactants needed to synthesize the given product. (1) Given the product O=Cc1cc(Sc2ccccc2)c(-c2ccccc2F)o1, predict the reactants needed to synthesize it. The reactants are: O=Cc1cc(Br)c(-c2ccccc2F)o1.Sc1ccccc1. (2) Given the product CNC(=O)c1c(-c2ccc(F)cc2)oc2ncc(-c3cccc(C(=O)NC(C)(C)C)c3)cc12, predict the reactants needed to synthesize it. The reactants are: CC(C)(C)N.CNC(=O)c1c(-c2ccc(F)cc2)oc2ncc(-c3cccc(C(=O)O)c3)cc12. (3) Given the product CCN(Cc1ccccc1F)C(=O)Cc1ccc(OCc2ccccc2C(=O)OC)cc1, predict the reactants needed to synthesize it. The reactants are: CCN(Cc1ccccc1F)C(=O)Cc1ccc(O)cc1.COC(=O)c1ccccc1CBr. (4) Given the product Nc1nc(NCCC2=CCCCC2)nc2c1ncn2[C@@H]1O[C@H](CO)[C@@H](O)[C@H]1O, predict the reactants needed to synthesize it. The reactants are: NCCC1=CCCCC1.Nc1nc(Cl)nc2c1ncn2[C@@H]1O[C@H](CO)[C@@H](O)[C@H]1O. (5) Given the product COc1ccc(-c2cn(Cc3ccccc3)c3c2CNCC3)cc1, predict the reactants needed to synthesize it. The reactants are: COc1ccc(-c2cn(Cc3ccccc3)c3c2CN(C(=O)OC(C)(C)C)CC3)cc1. (6) Given the product CN(C)C(=O)[C@@H]1C[C@@H](O)CN1C, predict the reactants needed to synthesize it. The reactants are: C=O.CN(C)C(=O)[C@@H]1C[C@@H](O)CN1. (7) Given the product O=C1COCCN1C1CCC2(CC1)CO2, predict the reactants needed to synthesize it. The reactants are: C[S+](C)(C)=O.O=C1CCC(N2CCOCC2=O)CC1. (8) The reactants are: CC(C)(C)OC(=O)N1CCc2nc(Cl)ccc2C1.C[C@@H]1COCCN1. Given the product C[C@@H]1COCCN1c1ccc2c(n1)CCN(C(=O)OC(C)(C)C)C2, predict the reactants needed to synthesize it. (9) The reactants are: CC(C)(C)OC(=O)[C@H](Cc1ccc(O)cc1)NC(=O)OCc1ccccc1.O=S(=O)(Cl)C(F)(F)F. Given the product CC(C)(C)OC(=O)[C@H](Cc1ccc(OS(=O)(=O)C(F)(F)F)cc1)NC(=O)OCc1ccccc1, predict the reactants needed to synthesize it.